Task: Predict which catalyst facilitates the given reaction.. Dataset: Catalyst prediction with 721,799 reactions and 888 catalyst types from USPTO (1) Reactant: [Cl:1][C:2]([Cl:7])([Cl:6])[C:3](Cl)=[O:4].[NH:8]1[CH:12]=[CH:11][CH:10]=[CH:9]1. Product: [Cl:1][C:2]([Cl:7])([Cl:6])[C:3]([C:9]1[NH:8][CH:12]=[CH:11][CH:10]=1)=[O:4]. The catalyst class is: 28. (2) Reactant: P(F)(F)(F)(F)F.N1(OC(N(C)C)=[N+](C)C)C2N=CC=CC=2N=N1.C(N(C(C)C)CC)(C)C.[OH:33][C:34]1[CH:42]=[C:41]([OH:43])[CH:40]=[CH:39][C:35]=1[C:36]([OH:38])=O.[C:44]1([CH:54]2[CH2:58][CH2:57][CH2:56][NH:55]2)[C:53]2[C:48](=[CH:49][CH:50]=[CH:51][CH:52]=2)[CH:47]=[CH:46][CH:45]=1.C([O-])(O)=O.[Na+]. Product: [C:44]1([CH:54]2[CH2:58][CH2:57][CH2:56][N:55]2[C:36]([C:35]2[CH:39]=[CH:40][C:41]([OH:43])=[CH:42][C:34]=2[OH:33])=[O:38])[C:53]2[C:48](=[CH:49][CH:50]=[CH:51][CH:52]=2)[CH:47]=[CH:46][CH:45]=1. The catalyst class is: 3. (3) Reactant: [Cl:1][C:2]1[CH:11]=[C:10]2[C:5]([C:6]([N:12]3[CH2:17][CH2:16][NH:15][CH:14]([C:18]([NH2:20])=[O:19])[CH2:13]3)=[N:7][CH:8]=[N:9]2)=[CH:4][C:3]=1[C:21]#[N:22].CCN(CC)CC.[C:30](Cl)(=[O:33])[CH:31]=[CH2:32].O. Product: [C:30]([N:15]1[CH2:16][CH2:17][N:12]([C:6]2[C:5]3[C:10](=[CH:11][C:2]([Cl:1])=[C:3]([C:21]#[N:22])[CH:4]=3)[N:9]=[CH:8][N:7]=2)[CH2:13][CH:14]1[C:18]([NH2:20])=[O:19])(=[O:33])[CH:31]=[CH2:32]. The catalyst class is: 4. (4) Reactant: [Cl:1][C:2]1[CH:7]=[CH:6][CH:5]=[CH:4][C:3]=1[C:8]1[S:12][C:11]([C:13]([O:15][CH3:16])=[O:14])=[CH:10][C:9]=1[C:17]1[CH:22]=[CH:21][C:20]([OH:23])=[CH:19][CH:18]=1.Br[CH2:25][CH2:26][CH2:27][O:28][CH:29]1[CH2:34][CH2:33][CH2:32][CH2:31][O:30]1.C(=O)([O-])[O-].[K+].[K+].CN(C=O)C. Product: [Cl:1][C:2]1[CH:7]=[CH:6][CH:5]=[CH:4][C:3]=1[C:8]1[S:12][C:11]([C:13]([O:15][CH3:16])=[O:14])=[CH:10][C:9]=1[C:17]1[CH:18]=[CH:19][C:20]([O:23][CH2:25][CH2:26][CH2:27][O:28][CH:29]2[CH2:34][CH2:33][CH2:32][CH2:31][O:30]2)=[CH:21][CH:22]=1. The catalyst class is: 28. (5) Reactant: [O:1]=[C:2]1[C@H:6]2[CH2:7][N:8]([C:11]([O:13][CH2:14][C:15]3[CH:20]=[CH:19][CH:18]=[CH:17][CH:16]=3)=[O:12])[CH2:9][CH2:10][C@@H:5]2[CH2:4][CH2:3]1. Product: [O:1]=[C:2]1[C@@H:6]2[CH2:7][N:8]([C:11]([O:13][CH2:14][C:15]3[CH:16]=[CH:17][CH:18]=[CH:19][CH:20]=3)=[O:12])[CH2:9][CH2:10][C@@H:5]2[CH2:4][CH2:3]1. The catalyst class is: 66. (6) Product: [CH3:19][O:20][C:21]1[C:26]2[C:27](=[O:52])[N:28]3[CH2:43][C@H:42]([OH:44])[CH2:41][C@H:29]3[C:30](=[O:40])[N:31]([CH2:32][O:33][CH2:34][CH2:35][Si:36]([CH3:39])([CH3:37])[CH3:38])[C:25]=2[CH:24]=[CH:23][C:22]=1[O:53][CH3:54]. Reactant: CCCC[N+](CCCC)(CCCC)CCCC.[F-].[CH3:19][O:20][C:21]1[C:26]2[C:27](=[O:52])[N:28]3[CH2:43][C@H:42]([O:44][Si](C(C)(C)C)(C)C)[CH2:41][C@H:29]3[C:30](=[O:40])[N:31]([CH2:32][O:33][CH2:34][CH2:35][Si:36]([CH3:39])([CH3:38])[CH3:37])[C:25]=2[CH:24]=[CH:23][C:22]=1[O:53][CH3:54]. The catalyst class is: 76. (7) Reactant: [N+:1]([C:4]1[CH:9]=[CH:8][C:7]([CH2:10][C:11]([NH2:13])=[O:12])=[CH:6][CH:5]=1)([O-:3])=[O:2].Br[CH2:15][C:16](=O)[CH3:17].CN(C)C=O.C(=O)([O-])[O-].[K+].[K+]. Product: [CH3:17][C:16]1[N:13]=[C:11]([CH2:10][C:7]2[CH:6]=[CH:5][C:4]([N+:1]([O-:3])=[O:2])=[CH:9][CH:8]=2)[O:12][CH:15]=1. The catalyst class is: 84.